From a dataset of Full USPTO retrosynthesis dataset with 1.9M reactions from patents (1976-2016). Predict the reactants needed to synthesize the given product. (1) Given the product [C:24]1([S:30]([NH:1][C:2]2[CH:3]=[C:4]([CH:21]=[CH:22][CH:23]=2)[O:5][C:6]2[CH:7]=[CH:8][C:9]3[N:10]([CH:12]=[C:13]([NH:15][C:16]([CH:18]4[CH2:20][CH2:19]4)=[O:17])[N:14]=3)[CH:11]=2)(=[O:32])=[O:31])[CH:29]=[CH:28][CH:27]=[CH:26][CH:25]=1, predict the reactants needed to synthesize it. The reactants are: [NH2:1][C:2]1[CH:3]=[C:4]([CH:21]=[CH:22][CH:23]=1)[O:5][C:6]1[CH:7]=[CH:8][C:9]2[N:10]([CH:12]=[C:13]([NH:15][C:16]([CH:18]3[CH2:20][CH2:19]3)=[O:17])[N:14]=2)[CH:11]=1.[C:24]1([S:30](Cl)(=[O:32])=[O:31])[CH:29]=[CH:28][CH:27]=[CH:26][CH:25]=1.C(=O)([O-])O.[Na+]. (2) Given the product [Cl:1][C:2]1[C:7]([C:8]2([CH3:9])[O:13][CH2:12][CH2:11][O:10]2)=[CH:6][CH:5]=[CH:4][N:3]=1, predict the reactants needed to synthesize it. The reactants are: [Cl:1][C:2]1[C:7]([C:8](=[O:10])[CH3:9])=[CH:6][CH:5]=[CH:4][N:3]=1.[CH2:11](O)[CH2:12][OH:13].O.C1(C)C=CC(S(O)(=O)=O)=CC=1.